From a dataset of Catalyst prediction with 721,799 reactions and 888 catalyst types from USPTO. Predict which catalyst facilitates the given reaction. (1) Reactant: Cl.[NH2:2][C@H:3]1[CH2:8][CH2:7][C@H:6]([OH:9])[CH2:5][CH2:4]1.C[O-].[Na+].Cl[C:14]1[N:22]=[C:21]2[C:17]([N:18]=[CH:19][N:20]2[CH:23]2[CH2:27][CH2:26][CH2:25][CH2:24]2)=[C:16]([NH:28][CH2:29][C:30]2[CH:31]=[N:32][C:33]([C:36]3[O:37][CH:38]=[CH:39][CH:40]=3)=[CH:34][CH:35]=2)[N:15]=1.CN1CCCC1=O. Product: [CH:23]1([N:20]2[CH:19]=[N:18][C:17]3[C:21]2=[N:22][C:14]([NH:2][CH:3]2[CH2:8][CH2:7][CH:6]([OH:9])[CH2:5][CH2:4]2)=[N:15][C:16]=3[NH:28][CH2:29][C:30]2[CH:31]=[N:32][C:33]([C:36]3[O:37][CH:38]=[CH:39][CH:40]=3)=[CH:34][CH:35]=2)[CH2:24][CH2:25][CH2:26][CH2:27]1. The catalyst class is: 24. (2) Reactant: Br[C:2]1[CH:7]=[CH:6][C:5]([S:8]([NH2:11])(=[O:10])=[O:9])=[CH:4][CH:3]=1.[C:12]([C:14]1[N:18]([CH3:19])[C:17](B(O)O)=[CH:16][CH:15]=1)#[N:13].[F-].[K+].C(P(C(C)(C)C)C(C)(C)C)(C)(C)C. Product: [C:12]([C:14]1[N:18]([CH3:19])[C:17]([C:2]2[CH:7]=[CH:6][C:5]([S:8]([NH2:11])(=[O:10])=[O:9])=[CH:4][CH:3]=2)=[CH:16][CH:15]=1)#[N:13]. The catalyst class is: 110. (3) Reactant: Cl.[CH2:2]1[O:9][CH:8]2[CH:4]([CH2:5][NH:6][CH2:7]2)[O:3]1.[Cl:10][C:11]1[C:12]([F:41])=[C:13]([CH:38]=[CH:39][CH:40]=1)[NH:14][C:15]1[C:24]2[C:19](=[CH:20][C:21]([O:36][CH3:37])=[C:22]([O:25][CH2:26][C@@H:27]3[CH2:31][CH2:30][CH2:29][N:28]3[C:32](=[O:35])[CH2:33]Cl)[CH:23]=2)[N:18]=[CH:17][N:16]=1.C(N(C(C)C)CC)(C)C. Product: [Cl:10][C:11]1[C:12]([F:41])=[C:13]([CH:38]=[CH:39][CH:40]=1)[NH:14][C:15]1[C:24]2[C:19](=[CH:20][C:21]([O:36][CH3:37])=[C:22]([O:25][CH2:26][C@@H:27]3[CH2:31][CH2:30][CH2:29][N:28]3[C:32](=[O:35])[CH2:33][N:6]3[CH2:5][CH:4]4[O:3][CH2:2][O:9][CH:8]4[CH2:7]3)[CH:23]=2)[N:18]=[CH:17][N:16]=1. The catalyst class is: 10. (4) Reactant: [C:1]([O:5][C:6]([NH:8][CH:9]1[CH2:14][CH2:13][CH:12](O)[CH2:11][CH2:10]1)=[O:7])([CH3:4])([CH3:3])[CH3:2].CCN(S(F)(F)[F:22])CC.C([O-])(O)=O.[Na+]. Product: [C:1]([O:5][C:6]([NH:8][C@H:9]1[CH2:14][CH2:13][C@@H:12]([F:22])[CH2:11][CH2:10]1)=[O:7])([CH3:4])([CH3:3])[CH3:2]. The catalyst class is: 2. (5) Reactant: S(Cl)(C)(=O)=O.[C:6]([O:10][C:11]([N:13]1[CH2:17][CH:16]([CH2:18]O)[CH:15]([OH:20])[CH2:14]1)=[O:12])([CH3:9])([CH3:8])[CH3:7].C(Cl)Cl.[N-:24]=[N+:25]=[N-:26].[Na+]. Product: [C:6]([O:10][C:11]([N:13]1[CH2:14][CH:15]([OH:20])[CH:16]([CH2:18][N:24]=[N+:25]=[N-:26])[CH2:17]1)=[O:12])([CH3:9])([CH3:8])[CH3:7]. The catalyst class is: 17. (6) Reactant: [Br:1][C:2]1[CH:9]=[C:8]([OH:10])[CH:7]=[CH:6][C:3]=1[C:4]#[N:5].C([O-])([O-])=O.[Cs+].[Cs+].I[CH2:18][CH2:19][F:20]. Product: [Br:1][C:2]1[CH:9]=[C:8]([O:10][CH2:18][CH2:19][F:20])[CH:7]=[CH:6][C:3]=1[C:4]#[N:5]. The catalyst class is: 18.